Dataset: Full USPTO retrosynthesis dataset with 1.9M reactions from patents (1976-2016). Task: Predict the reactants needed to synthesize the given product. (1) The reactants are: [C:1]([O:5][C:6](=[O:15])[CH:7]([O:11][C:12](=[O:14])[CH3:13])[C:8]([CH3:10])=[O:9])([CH3:4])([CH3:3])[CH3:2].[H-].[Na+].[CH2:18](Br)[CH2:19][CH3:20]. Given the product [C:1]([O:5][C:6](=[O:15])[C:7]([O:11][C:12](=[O:14])[CH3:13])([C:8](=[O:9])[CH3:10])[CH2:18][CH2:19][CH3:20])([CH3:2])([CH3:3])[CH3:4], predict the reactants needed to synthesize it. (2) Given the product [CH3:48][Si:49]([CH3:54])([CH3:53])[CH2:50][CH2:51][O:20][C:19](=[O:21])[C:18]1[CH:22]=[C:23]([O:25][CH:26]([CH3:28])[CH3:27])[CH:24]=[C:16]([O:15][C:14]2[CH:29]=[CH:30][C:11]([P:5]([O:7][CH:8]([CH3:10])[CH3:9])([O:4][CH:1]([CH3:2])[CH3:3])=[O:6])=[CH:12][CH:13]=2)[CH:17]=1, predict the reactants needed to synthesize it. The reactants are: [CH:1]([O:4][P:5]([C:11]1[CH:30]=[CH:29][C:14]([O:15][C:16]2[CH:17]=[C:18]([CH:22]=[C:23]([O:25][CH:26]([CH3:28])[CH3:27])[CH:24]=2)[C:19]([OH:21])=[O:20])=[CH:13][CH:12]=1)([O:7][CH:8]([CH3:10])[CH3:9])=[O:6])([CH3:3])[CH3:2].CN(C=O)C.C(Cl)(=O)C(Cl)=O.N1C=CC=CC=1.[CH3:48][Si:49]([CH3:54])([CH3:53])[CH2:50][CH2:51]O. (3) Given the product [NH2:1][C:4]1[CH:9]=[CH:8][C:7]([O:10][CH2:11][C:12]#[CH:13])=[CH:6][C:5]=1[C:14]([C:16]1[CH:17]=[CH:18][C:19]([CH:22]2[CH2:23][CH2:24]2)=[CH:20][CH:21]=1)=[O:15], predict the reactants needed to synthesize it. The reactants are: [N+:1]([C:4]1[CH:9]=[CH:8][C:7]([O:10][CH2:11][C:12]#[CH:13])=[CH:6][C:5]=1[CH:14]([C:16]1[CH:21]=[CH:20][C:19]([CH:22]2[CH2:24][CH2:23]2)=[CH:18][CH:17]=1)[OH:15])([O-])=O.O.C(OCC)(=O)C. (4) Given the product [C:18]([O:16][C:15]([CH:12]1[CH2:14][CH2:13]1)=[O:17])([CH3:21])([CH3:20])[CH3:19], predict the reactants needed to synthesize it. The reactants are: S(=O)(=O)(O)O.[O-]S([O-])(=O)=O.[Mg+2].[CH:12]1([C:15]([OH:17])=[O:16])[CH2:14][CH2:13]1.[C:18](O)([CH3:21])([CH3:20])[CH3:19]. (5) Given the product [NH:12]1[CH2:11][CH2:10][CH:9]([C:4]2[C:3]([C:2]([F:23])([F:1])[F:22])=[CH:8][CH:7]=[CH:6][N:5]=2)[CH2:14][CH2:13]1, predict the reactants needed to synthesize it. The reactants are: [F:1][C:2]([F:23])([F:22])[C:3]1[C:4]([CH:9]2[CH2:14][CH2:13][N:12](C(OC(C)(C)C)=O)[CH2:11][CH2:10]2)=[N:5][CH:6]=[CH:7][CH:8]=1.C(O)(C(F)(F)F)=O. (6) Given the product [C:22]([NH:21][C:18]1[CH:19]=[CH:20][C:15]([S:12]([NH:11][CH:8]([CH:9]=[O:10])[CH2:7][C:6]([OH:38])=[O:5])(=[O:13])=[O:14])=[C:16]([O:25][CH2:26][CH2:27][C:28]2[C:37]3[C:32](=[CH:33][CH:34]=[CH:35][CH:36]=3)[CH:31]=[CH:30][CH:29]=2)[CH:17]=1)(=[O:24])[CH3:23], predict the reactants needed to synthesize it. The reactants are: C([O:5][C:6](=[O:38])[CH2:7][CH:8]([NH:11][S:12]([C:15]1[CH:20]=[CH:19][C:18]([NH:21][C:22](=[O:24])[CH3:23])=[CH:17][C:16]=1[O:25][CH2:26][CH2:27][C:28]1[C:37]2[C:32](=[CH:33][CH:34]=[CH:35][CH:36]=2)[CH:31]=[CH:30][CH:29]=1)(=[O:14])=[O:13])[CH:9]=[O:10])(C)(C)C.